This data is from Catalyst prediction with 721,799 reactions and 888 catalyst types from USPTO. The task is: Predict which catalyst facilitates the given reaction. (1) Reactant: [NH2:1][C:2]1[CH:7]=[CH:6][CH:5]=[CH:4][C:3]=1[S:8]([NH:11][C:12]1[CH:21]=[CH:20][C:19]2[CH2:18][CH2:17][CH2:16][CH2:15][C:14]=2[C:13]=1[C:22]([OH:24])=[O:23])(=[O:10])=[O:9].ClC(Cl)(O[C:29](=[O:35])OC(Cl)(Cl)Cl)Cl.[CH2:37]([N:39]([CH2:43][CH3:44])[CH2:40][CH2:41][NH2:42])[CH3:38]. Product: [CH2:37]([N:39]([CH2:43][CH3:44])[CH2:40][CH2:41][NH:42][C:29]([NH:1][C:2]1[CH:7]=[CH:6][CH:5]=[CH:4][C:3]=1[S:8]([NH:11][C:12]1[CH:21]=[CH:20][C:19]2[CH2:18][CH2:17][CH2:16][CH2:15][C:14]=2[C:13]=1[C:22]([OH:24])=[O:23])(=[O:10])=[O:9])=[O:35])[CH3:38]. The catalyst class is: 17. (2) Reactant: Cl.[Cl:2][C:3]1[NH:7][C:6]([C:8]2[CH:13]=[CH:12][C:11]([NH:14][C:15](=[O:52])[C@@H:16]([NH:34][C:35]([C@H:37]3[CH2:42][CH2:41][C@H:40]([CH2:43][NH:44]C(=O)OC(C)(C)C)[CH2:39][CH2:38]3)=[O:36])[CH2:17][C:18]3[CH:23]=[CH:22][C:21]([C:24]4[CH:29]=[CH:28][C:27]([S:30](=[O:33])(=[O:32])[NH2:31])=[CH:26][CH:25]=4)=[CH:20][CH:19]=3)=[CH:10][CH:9]=2)=[N:5][N:4]=1.C(#N)C. Product: [ClH:2].[NH2:44][CH2:43][C@H:40]1[CH2:39][CH2:38][C@H:37]([C:35]([NH:34][C@@H:16]([CH2:17][C:18]2[CH:19]=[CH:20][C:21]([C:24]3[CH:29]=[CH:28][C:27]([S:30](=[O:32])(=[O:33])[NH2:31])=[CH:26][CH:25]=3)=[CH:22][CH:23]=2)[C:15]([NH:14][C:11]2[CH:10]=[CH:9][C:8]([C:6]3[NH:7][C:3]([Cl:2])=[N:4][N:5]=3)=[CH:13][CH:12]=2)=[O:52])=[O:36])[CH2:42][CH2:41]1. The catalyst class is: 12. (3) Reactant: [F:1][C:2]1[CH:7]=[C:6]([S:8][C:9]([F:12])([F:11])[F:10])[CH:5]=[CH:4][C:3]=1[N:13]([CH3:22])[C:14]([NH:16][CH2:17][C:18]([O:20][CH3:21])=[O:19])=[O:15].C(N(C(C)C)CC)(C)C.[F:32][C:33]1[CH:41]=[CH:40][CH:39]=[C:38]([F:42])[C:34]=1[C:35](Cl)=[O:36].C(OC)(C)(C)C. Product: [F:32][C:33]1[CH:41]=[CH:40][CH:39]=[C:38]([F:42])[C:34]=1[C:35]([N:16]([CH2:17][C:18]([O:20][CH3:21])=[O:19])[C:14]([N:13]([C:3]1[CH:4]=[CH:5][C:6]([S:8][C:9]([F:11])([F:12])[F:10])=[CH:7][C:2]=1[F:1])[CH3:22])=[O:15])=[O:36]. The catalyst class is: 11. (4) Reactant: [CH3:1][O:2][C:3]1[CH:4]=[CH:5][C:6]([NH2:9])=[N:7][CH:8]=1.[N+:10]([C:13]1[CH:18]=[CH:17][C:16]([S:19](Cl)(=[O:21])=[O:20])=[CH:15][CH:14]=1)([O-])=O. Product: [NH2:10][C:13]1[CH:18]=[CH:17][C:16]([S:19]([NH:9][C:6]2[CH:5]=[CH:4][C:3]([O:2][CH3:1])=[CH:8][N:7]=2)(=[O:21])=[O:20])=[CH:15][CH:14]=1. The catalyst class is: 17. (5) Reactant: [NH2:1][C:2]1[CH:11]=[CH:10][CH:9]=[C:8]2[C:3]=1[CH:4]=[CH:5][C:6]([OH:12])=[CH:7]2.[H-].[Na+].I[C:16]1[CH:21]=[CH:20][N:19]=[C:18]2[NH:22][N:23]=[CH:24][C:17]=12. Product: [NH:22]1[C:18]2=[N:19][CH:20]=[CH:21][C:16]([O:12][C:6]3[CH:7]=[C:8]4[C:3](=[CH:4][CH:5]=3)[C:2]([NH2:1])=[CH:11][CH:10]=[CH:9]4)=[C:17]2[CH:24]=[N:23]1. The catalyst class is: 3. (6) Reactant: O[C:2]1[CH:3]=[N:4][CH:5]=[CH:6][C:7]=1[NH:8][C:9]([C:11]1[S:12][C:13]([N+:16]([O-:18])=[O:17])=[CH:14][CH:15]=1)=[O:10].O=P12OP3(OP(OP(O3)(O1)=O)(=O)O2)=O.CC1C=CC(C)=CC=1. Product: [N+:16]([C:13]1[S:12][C:11]([C:9]2[O:10][C:2]3[CH:3]=[N:4][CH:5]=[CH:6][C:7]=3[N:8]=2)=[CH:15][CH:14]=1)([O-:18])=[O:17]. The catalyst class is: 17. (7) Reactant: C([N:8]1[CH2:13][CH2:12][C@@H:11]([CH3:14])[C@@H:10]([N:15]([CH3:25])[C:16]2[C:17]3[CH:24]=[CH:23][NH:22][C:18]=3[N:19]=[CH:20][N:21]=2)[CH2:9]1)C1C=CC=CC=1.Cl. Product: [CH3:25][N:15]([C@@H:10]1[C@H:11]([CH3:14])[CH2:12][CH2:13][NH:8][CH2:9]1)[C:16]1[C:17]2[CH:24]=[CH:23][NH:22][C:18]=2[N:19]=[CH:20][N:21]=1. The catalyst class is: 8.